From a dataset of Reaction yield outcomes from USPTO patents with 853,638 reactions. Predict the reaction yield, written as a fraction of the theoretical maximum amount of product (1.0 means a 100% yield; for example, 0.34 means a 34% yield). The reactants are [Cl:1][C:2]1[CH:3]=[C:4]([C:11]#N)[CH:5]=[C:6]2[C:10]=1[NH:9][N:8]=[CH:7]2.[OH2:13].[OH-:14].[K+]. The catalyst is C(O)C. The product is [Cl:1][C:2]1[CH:3]=[C:4]([C:11]([OH:14])=[O:13])[CH:5]=[C:6]2[C:10]=1[NH:9][N:8]=[CH:7]2. The yield is 0.600.